From a dataset of Forward reaction prediction with 1.9M reactions from USPTO patents (1976-2016). Predict the product of the given reaction. (1) Given the reactants Cl[C:2]1[CH:7]=[C:6]([Cl:8])[N:5]=[C:4]([O:9][CH3:10])[N:3]=1.[CH3:11][N:12]1[C:17]2[CH:18]=[CH:19][CH:20]=[CH:21][C:16]=2[O:15][CH:14]([CH2:22][NH2:23])[CH2:13]1.C([O-])(O)=O.[Na+], predict the reaction product. The product is: [Cl:8][C:6]1[N:5]=[C:4]([O:9][CH3:10])[N:3]=[C:2]([NH:23][CH2:22][CH:14]2[CH2:13][N:12]([CH3:11])[C:17]3[CH:18]=[CH:19][CH:20]=[CH:21][C:16]=3[O:15]2)[CH:7]=1. (2) Given the reactants [F:1][C:2]1[CH:7]=[C:6]([C:8]([F:11])([F:10])[F:9])[CH:5]=[C:4]([CH:12]([C:15]2[CH:20]=[CH:19][C:18]([F:21])=[CH:17][CH:16]=2)[N+:13]#[C-:14])[CH:3]=1.[CH2:22](Br)[C:23]1[CH:28]=[CH:27][CH:26]=[CH:25][CH:24]=1.[OH-].[K+], predict the reaction product. The product is: [F:1][C:2]1[CH:7]=[C:6]([C:8]([F:10])([F:11])[F:9])[CH:5]=[C:4]([C@@:12]([C:15]2[CH:16]=[CH:17][C:18]([F:21])=[CH:19][CH:20]=2)([N+:13]#[C-:14])[CH2:22][C:23]2[CH:28]=[CH:27][CH:26]=[CH:25][CH:24]=2)[CH:3]=1.[F:1][C:2]1[CH:7]=[C:6]([C:8]([F:10])([F:11])[F:9])[CH:5]=[C:4]([C@:12]([C:15]2[CH:16]=[CH:17][C:18]([F:21])=[CH:19][CH:20]=2)([N+:13]#[C-:14])[CH2:22][C:23]2[CH:28]=[CH:27][CH:26]=[CH:25][CH:24]=2)[CH:3]=1. (3) Given the reactants [F:1][C:2]1[CH:3]=[C:4]([CH:22]=[CH:23][CH:24]=1)[CH2:5][O:6][C:7]1[CH:8]=[C:9]2[C:14](=[CH:15][CH:16]=1)[C:13](=[O:17])[N:12]([CH:18]([CH3:21])[CH2:19][OH:20])[CH2:11][CH2:10]2.[H-].[Na+].[CH3:27]I.O, predict the reaction product. The product is: [F:1][C:2]1[CH:3]=[C:4]([CH:22]=[CH:23][CH:24]=1)[CH2:5][O:6][C:7]1[CH:8]=[C:9]2[C:14](=[CH:15][CH:16]=1)[C:13](=[O:17])[N:12]([CH:18]([CH3:21])[CH2:19][O:20][CH3:27])[CH2:11][CH2:10]2. (4) Given the reactants [C:1]([O:4][C:5]1[CH:10]=[CH:9][CH:8]=[C:7]([C:11](=[O:27])[NH:12][C:13]2[C:18]([F:19])=[C:17]([F:20])[C:16]([C:21]([F:24])([F:23])[F:22])=[C:15]([F:25])[C:14]=2[F:26])[CH:6]=1)(=[O:3])[CH3:2].[O-]S(C(F)(F)[F:33])(=O)=O.F[N+]1C(C)=CC(C)=CC=1C, predict the reaction product. The product is: [C:1]([O:4][C:5]1[CH:10]=[CH:9][C:8]([F:33])=[C:7]([C:11](=[O:27])[NH:12][C:13]2[C:14]([F:26])=[C:15]([F:25])[C:16]([C:21]([F:24])([F:22])[F:23])=[C:17]([F:20])[C:18]=2[F:19])[CH:6]=1)(=[O:3])[CH3:2]. (5) Given the reactants [CH2:1]([O:3][C:4](=[O:25])[CH:5]=[CH:6][C:7]1[N:15]([CH2:16][C:17]([O:19][C:20]([CH3:23])([CH3:22])[CH3:21])=[O:18])[C:14]2[CH:13]=[C:12]([Cl:24])[N:11]=[CH:10][C:9]=2[CH:8]=1)[CH3:2], predict the reaction product. The product is: [CH2:1]([O:3][C:4](=[O:25])[CH2:5][CH2:6][C:7]1[N:15]([CH2:16][C:17]([O:19][C:20]([CH3:22])([CH3:21])[CH3:23])=[O:18])[C:14]2[CH:13]=[C:12]([Cl:24])[N:11]=[CH:10][C:9]=2[CH:8]=1)[CH3:2]. (6) Given the reactants [C:1]([O:5][C:6]([N:8]1[CH2:13][CH2:12][CH:11]([C:14]([OH:16])=O)[CH2:10][CH2:9]1)=[O:7])([CH3:4])([CH3:3])[CH3:2].[C:17]1([CH2:23][CH2:24][CH2:25][CH:26]([NH:36][C:37](=[O:41])[CH2:38][NH:39][CH3:40])[CH2:27][CH2:28][CH2:29][C:30]2[CH:35]=[CH:34][CH:33]=[CH:32][CH:31]=2)[CH:22]=[CH:21][CH:20]=[CH:19][CH:18]=1.C(N(CC)C(C)C)(C)C.C1CN([P+](ON2N=NC3C=CC=CC2=3)(N2CCCC2)N2CCCC2)CC1.F[P-](F)(F)(F)(F)F, predict the reaction product. The product is: [C:17]1([CH2:23][CH2:24][CH2:25][CH:26]([NH:36][C:37](=[O:41])[CH2:38][N:39]([C:14]([CH:11]2[CH2:10][CH2:9][N:8]([C:6]([O:5][C:1]([CH3:2])([CH3:3])[CH3:4])=[O:7])[CH2:13][CH2:12]2)=[O:16])[CH3:40])[CH2:27][CH2:28][CH2:29][C:30]2[CH:31]=[CH:32][CH:33]=[CH:34][CH:35]=2)[CH:18]=[CH:19][CH:20]=[CH:21][CH:22]=1.